From a dataset of Catalyst prediction with 721,799 reactions and 888 catalyst types from USPTO. Predict which catalyst facilitates the given reaction. (1) Reactant: OS(C(F)(F)F)(=O)=O.[C:9](=[NH:32])([O:11][CH2:12][CH2:13][C:14]1[CH:19]=[CH:18][C:17]([O:20][C:21]2[CH:26]=[CH:25][C:24]([Cl:27])=[C:23]([C:28]([F:31])([F:30])[F:29])[CH:22]=2)=[CH:16][CH:15]=1)[NH2:10].[OH:33]/[CH:34]=[C:35](/[CH2:40][C:41]1[CH:42]=[N:43][CH:44]=[N:45][CH:46]=1)\[C:36](OC)=O.C([O-])(=O)C.[K+]. Product: [Cl:27][C:24]1[CH:25]=[CH:26][C:21]([O:20][C:17]2[CH:16]=[CH:15][C:14]([CH2:13][CH2:12][O:11][C:9]3[NH:10][CH:36]=[C:35]([CH2:40][C:41]4[CH:46]=[N:45][CH:44]=[N:43][CH:42]=4)[C:34](=[O:33])[N:32]=3)=[CH:19][CH:18]=2)=[CH:22][C:23]=1[C:28]([F:31])([F:30])[F:29]. The catalyst class is: 11. (2) Product: [CH3:1][C:2]1[CH:7]=[C:6]([CH3:8])[CH:5]=[CH:4][C:3]=1[C:14]1[CH2:15][CH2:16][CH2:17][CH:12]=1. The catalyst class is: 316. Reactant: [CH3:1][C:2]1[CH:7]=[C:6]([CH3:8])[CH:5]=[CH:4][C:3]=1[Mg]Br.C[C:12]1[CH:17]=[C:16](C)[CH:15]=[CH:14]C=1Br.[Mg].C1(=O)CCCC1.OS(O)(=O)=O. (3) Reactant: C[O:2][C:3]([C:5]1[CH2:6][N:7]([C:18]([O:20][C:21]([CH3:24])([CH3:23])[CH3:22])=[O:19])[CH2:8][CH2:9][C:10]=1[C:11]1[CH:16]=[CH:15][C:14]([F:17])=[CH:13][CH:12]=1)=[O:4].[OH-].[Na+]. Product: [C:21]([O:20][C:18]([N:7]1[CH2:8][CH2:9][C:10]([C:11]2[CH:12]=[CH:13][C:14]([F:17])=[CH:15][CH:16]=2)=[C:5]([C:3]([OH:4])=[O:2])[CH2:6]1)=[O:19])([CH3:24])([CH3:22])[CH3:23]. The catalyst class is: 12. (4) Product: [I:38][C:11]1[C:6]2[CH:5]=[N:4][C:3]([O:2][CH3:1])=[CH:8][C:7]=2[O:9][C:12]=1[C:13]1[CH:18]=[CH:17][C:16]([O:19][CH3:20])=[CH:15][CH:14]=1. Reactant: [CH3:1][O:2][C:3]1[CH:8]=[C:7]([O:9]C)[C:6]([C:11]#[C:12][C:13]2[CH:18]=[CH:17][C:16]([O:19][CH3:20])=[CH:15][CH:14]=2)=[CH:5][N:4]=1.[B-](F)(F)(F)F.C1C=CN=CC=1.C1C=CN=CC=1.[IH2+:38]. The catalyst class is: 56. (5) Reactant: [C:1]([C@H:5]1[CH2:10][CH2:9][C@H:8]([O:11][C:12]2[CH:13]=[C:14]3[C:19](=[CH:20][CH:21]=2)[CH:18]=[C:17]([C:22]([NH2:25])([CH3:24])[CH3:23])[CH:16]=[CH:15]3)[CH2:7][CH2:6]1)([CH3:4])([CH3:3])[CH3:2].[C:26]([O:30][CH3:31])(=[O:29])[CH:27]=[CH2:28]. Product: [C:1]([C@H:5]1[CH2:10][CH2:9][C@H:8]([O:11][C:12]2[CH:13]=[C:14]3[C:19](=[CH:20][CH:21]=2)[CH:18]=[C:17]([C:22]([NH:25][CH2:28][CH2:27][C:26]([O:30][CH3:31])=[O:29])([CH3:24])[CH3:23])[CH:16]=[CH:15]3)[CH2:7][CH2:6]1)([CH3:4])([CH3:2])[CH3:3]. The catalyst class is: 5. (6) Reactant: [Cl:1][C:2]1[C:7]([Cl:8])=[CH:6][CH:5]=[CH:4][C:3]=1[CH:9]1[CH2:14][CH2:13][NH:12][CH2:11][CH2:10]1.C(=O)([O-])[O-:16].[K+].[K+].Br[CH2:22][CH2:23][CH2:24][CH3:25]. Product: [CH2:22]([N:12]1[CH2:13][CH2:14][C:9]([C:3]2[CH:4]=[CH:5][CH:6]=[C:7]([Cl:8])[C:2]=2[Cl:1])([OH:16])[CH2:10][CH2:11]1)[CH2:23][CH2:24][CH3:25]. The catalyst class is: 10. (7) Reactant: CS[C:3](=[N:18][CH2:19][Si](C)(C)C)[C:4]1[CH:9]=[CH:8][C:7]([C:10](=[O:16])[NH:11][CH:12]2[CH2:15][S:14][CH2:13]2)=[C:6]([CH3:17])[CH:5]=1.[Cl:24][C:25]1[CH:30]=[C:29]([C:31]([C:33]([F:36])([F:35])[F:34])=[CH2:32])[CH:28]=[C:27]([Cl:37])[CH:26]=1.O.O.O.[F-].C([N+](CCCC)(CCCC)CCCC)CCC.O. Product: [Cl:24][C:25]1[CH:30]=[C:29]([C:31]2([C:33]([F:36])([F:34])[F:35])[CH2:19][N:18]=[C:3]([C:4]3[CH:9]=[CH:8][C:7]([C:10]([NH:11][CH:12]4[CH2:15][S:14][CH2:13]4)=[O:16])=[C:6]([CH3:17])[CH:5]=3)[CH2:32]2)[CH:28]=[C:27]([Cl:37])[CH:26]=1. The catalyst class is: 1. (8) Reactant: [F:1][C:2]1[CH:24]=[C:23]([N+:25]([O-])=O)[CH:22]=[CH:21][C:3]=1[CH2:4][C:5]1[CH:10]=[CH:9][N:8]=[C:7]2[CH:11]=[C:12]([C:14]([C:16]3[O:17][CH:18]=[CH:19][CH:20]=3)=[O:15])[S:13][C:6]=12. Product: [NH2:25][C:23]1[CH:22]=[CH:21][C:3]([CH2:4][C:5]2[CH:10]=[CH:9][N:8]=[C:7]3[CH:11]=[C:12]([C:14]([C:16]4[O:17][CH:18]=[CH:19][CH:20]=4)=[O:15])[S:13][C:6]=23)=[C:2]([F:1])[CH:24]=1. The catalyst class is: 180. (9) Reactant: [C:1]([O:5][C:6]([NH:8][C:9]1[S:10][CH:11]=[C:12]([CH2:14][C:15](OCC)=[O:16])[N:13]=1)=[O:7])([CH3:4])([CH3:3])[CH3:2].[Li+].[BH4-].CO.O. Product: [OH:16][CH2:15][CH2:14][C:12]1[N:13]=[C:9]([NH:8][C:6](=[O:7])[O:5][C:1]([CH3:3])([CH3:2])[CH3:4])[S:10][CH:11]=1. The catalyst class is: 56. (10) Reactant: [CH2:1]([O:7][C:8](=[O:26])[C:9]1[C:14]([O:15][CH3:16])=[CH:13][C:12]([O:17][CH3:18])=[CH:11][C:10]=1[O:19][CH2:20][CH2:21][CH2:22][CH2:23][CH:24]=[CH2:25])[CH2:2][CH2:3][CH2:4]C=C. Product: [CH3:16][O:15][C:14]1[C:9]2[C:8](=[O:26])[O:7][CH2:1][CH2:2][CH2:3][CH2:4][CH:25]=[CH:24][CH2:23][CH2:22][CH2:21][CH2:20][O:19][C:10]=2[CH:11]=[C:12]([O:17][CH3:18])[CH:13]=1. The catalyst class is: 4.